Task: Regression/Classification. Given a drug SMILES string, predict its absorption, distribution, metabolism, or excretion properties. Task type varies by dataset: regression for continuous measurements (e.g., permeability, clearance, half-life) or binary classification for categorical outcomes (e.g., BBB penetration, CYP inhibition). Dataset: cyp1a2_veith.. Dataset: CYP1A2 inhibition data for predicting drug metabolism from PubChem BioAssay The drug is COCCn1c(=O)c(-c2ccc(F)cc2)nc2cnc(N3CCOCC3)nc21. The result is 1 (inhibitor).